This data is from Full USPTO retrosynthesis dataset with 1.9M reactions from patents (1976-2016). The task is: Predict the reactants needed to synthesize the given product. (1) Given the product [Br:1][C:2]1[CH:3]=[C:4]([CH2:13][C@@H:14]([CH2:19][C:20]([O:22][CH3:23])=[O:21])[C:15]([O:17][CH3:18])=[O:16])[C:5]([CH2:11][Cl:24])=[C:6]2[C:10]=1[NH:9][N:8]=[CH:7]2, predict the reactants needed to synthesize it. The reactants are: [Br:1][C:2]1[CH:3]=[C:4]([CH2:13][C@@H:14]([CH2:19][C:20]([O:22][CH3:23])=[O:21])[C:15]([O:17][CH3:18])=[O:16])[C:5]([CH2:11]O)=[C:6]2[C:10]=1[NH:9][N:8]=[CH:7]2.[Cl:24]CCl. (2) Given the product [CH3:13][C:12]([CH3:15])([S@:10]([NH:9][C@H:8]([C:16]1[CH:21]=[CH:20][CH:19]=[CH:18][CH:17]=1)[C:5]1[CH:6]=[CH:7][C:2]([P:23]([CH3:22])(=[O:27])[O:24][CH2:25][CH3:26])=[CH:3][CH:4]=1)=[O:11])[CH3:14], predict the reactants needed to synthesize it. The reactants are: Br[C:2]1[CH:7]=[CH:6][C:5]([C@@H:8]([C:16]2[CH:21]=[CH:20][CH:19]=[CH:18][CH:17]=2)[NH:9][S@@:10]([C:12]([CH3:15])([CH3:14])[CH3:13])=[O:11])=[CH:4][CH:3]=1.[CH3:22][PH:23]([O-])([O-:27])[O:24][CH2:25][CH3:26].CCN(CC)CC. (3) Given the product [C:12]1([O:18][C:19](=[O:20])[NH:1][CH2:2][CH2:3][NH:4][C:5]([O:6][C:7]([CH3:8])([CH3:10])[CH3:9])=[O:11])[CH:17]=[CH:16][CH:15]=[CH:14][CH:13]=1, predict the reactants needed to synthesize it. The reactants are: [NH2:1][CH2:2][CH2:3][NH:4][C:5](=[O:11])[O:6][C:7]([CH3:10])([CH3:9])[CH3:8].[C:12]1([O:18][C:19](Cl)=[O:20])[CH:17]=[CH:16][CH:15]=[CH:14][CH:13]=1. (4) The reactants are: Cl[CH2:2][C:3]1[CH:7]=[C:6]([C:8]2[CH:13]=[CH:12][C:11]([C:14]([F:17])([F:16])[F:15])=[CH:10][CH:9]=2)[O:5][N:4]=1.C[O:19][C:20](=[O:33])[CH2:21][O:22][C:23]1[CH:31]=[CH:30][C:29]([SH:32])=[C:28]2[C:24]=1[CH2:25][CH2:26][CH2:27]2. Given the product [F:15][C:14]([F:17])([F:16])[C:11]1[CH:12]=[CH:13][C:8]([C:6]2[O:5][N:4]=[C:3]([CH2:2][S:32][C:29]3[CH:30]=[CH:31][C:23]([O:22][CH2:21][C:20]([OH:33])=[O:19])=[C:24]4[C:28]=3[CH2:27][CH2:26][CH2:25]4)[CH:7]=2)=[CH:9][CH:10]=1, predict the reactants needed to synthesize it. (5) The reactants are: [CH:1]1[C:9]2[C:8]3[CH2:10][CH2:11][CH2:12][CH2:13][CH2:14][C:7]=3[O:6][C:5]=2[CH:4]=[CH:3][C:2]=1[NH2:15].[C:16](Cl)(=[O:21])[CH2:17][CH2:18][CH2:19][CH3:20].N1C=CC=CC=1. Given the product [CH:1]1[C:9]2[C:8]3[CH2:10][CH2:11][CH2:12][CH2:13][CH2:14][C:7]=3[O:6][C:5]=2[CH:4]=[CH:3][C:2]=1[NH:15][C:16](=[O:21])[CH2:17][CH2:18][CH2:19][CH3:20], predict the reactants needed to synthesize it. (6) The reactants are: [C:1]([C:3]([C:6]1[CH:7]=[C:8]([CH:21]=[CH:22][CH:23]=1)[C:9]([NH:11][C:12]1[CH:17]=[CH:16][CH:15]=[C:14]([NH:18][CH:19]=O)[CH:13]=1)=[O:10])([CH3:5])[CH3:4])#[N:2].C(N(C(C)C)C(C)C)C.ClC1[N:39]=[C:38]([S:40][C:41]#[N:42])[C:37]([N+:43]([O-:45])=[O:44])=[CH:36][N:35]=1.C(=O)([O-])O.[Na+]. Given the product [C:1]([C:3]([C:6]1[CH:7]=[C:8]([C:9]([NH:11][C:12]2[CH:13]=[C:14]([NH:18][C:19]3[N:39]=[C:38]([S:40][C:41]#[N:42])[C:37]([N+:43]([O-:45])=[O:44])=[CH:36][N:35]=3)[CH:15]=[CH:16][CH:17]=2)=[O:10])[CH:21]=[CH:22][CH:23]=1)([CH3:5])[CH3:4])#[N:2], predict the reactants needed to synthesize it.